This data is from Reaction yield outcomes from USPTO patents with 853,638 reactions. The task is: Predict the reaction yield, written as a fraction of the theoretical maximum amount of product (1.0 means a 100% yield; for example, 0.34 means a 34% yield). (1) The reactants are [CH3:1][O:2][C:3]1[CH:4]=[C:5]([CH2:15][CH2:16][CH2:17][CH2:18][CH2:19][CH2:20][CH2:21][CH2:22][C:23]2[CH:28]=[CH:27][C:26]([NH:29]C(=O)C)=[CH:25][CH:24]=2)[C:6]2[C:11]([C:12]=1[O:13][CH3:14])=[CH:10][CH:9]=[CH:8][CH:7]=2.Cl. The catalyst is CO. The yield is 0.750. The product is [CH3:1][O:2][C:3]1[CH:4]=[C:5]([CH2:15][CH2:16][CH2:17][CH2:18][CH2:19][CH2:20][CH2:21][CH2:22][C:23]2[CH:24]=[CH:25][C:26]([NH2:29])=[CH:27][CH:28]=2)[C:6]2[C:11]([C:12]=1[O:13][CH3:14])=[CH:10][CH:9]=[CH:8][CH:7]=2. (2) The reactants are N.P(OCC)(OCC)(O[C:5]1[CH:10]=[CH:9][C:8]([CH3:11])=[CH:7][C:6]=1[C:12]([CH3:15])([CH3:14])[CH3:13])=O.[Li]. The catalyst is CCOCC. The product is [C:12]([C:6]1[CH:5]=[CH:10][CH:9]=[C:8]([CH3:11])[CH:7]=1)([CH3:15])([CH3:14])[CH3:13]. The yield is 0.910. (3) The reactants are [NH2:1][C:2]1[N:7]=[CH:6][C:5]([C@@H:8]2[CH2:12][N:11]([C:13]([O:15][C:16]([CH3:19])([CH3:18])[CH3:17])=[O:14])[C@H:10]([CH2:20][OH:21])[CH2:9]2)=[CH:4][CH:3]=1.C1C(=O)N([Br:29])C(=O)C1.C([O-])(O)=O.[Na+].[O-]S([O-])(=S)=O.[Na+].[Na+]. The catalyst is CC#N.C(OCC)(=O)C. The product is [NH2:1][C:2]1[N:7]=[CH:6][C:5]([C@@H:8]2[CH2:12][N:11]([C:13]([O:15][C:16]([CH3:17])([CH3:18])[CH3:19])=[O:14])[C@H:10]([CH2:20][OH:21])[CH2:9]2)=[CH:4][C:3]=1[Br:29]. The yield is 1.00. (4) The reactants are [Cl:1][C:2]1[CH:3]=[CH:4][C:5]([NH:8][C:9](=[O:19])[C:10]2[CH:15]=[CH:14][CH:13]=[CH:12][C:11]=2[N+:16]([O-])=O)=[N:6][CH:7]=1. The catalyst is C1COCC1.C(OCC)(=O)C.[Ni]. The product is [Cl:1][C:2]1[CH:3]=[CH:4][C:5]([NH:8][C:9](=[O:19])[C:10]2[CH:15]=[CH:14][CH:13]=[CH:12][C:11]=2[NH2:16])=[N:6][CH:7]=1. The yield is 0.830. (5) The reactants are [Br:1][C:2]1[CH:7]=[CH:6][CH:5]=[CH:4][C:3]=1[C:8](=[O:10])[CH3:9].[Br:11]CC(C1C=C(Cl)C=CC=1Cl)=O. No catalyst specified. The product is [Br:11][CH2:9][C:8]([C:3]1[CH:4]=[CH:5][CH:6]=[CH:7][C:2]=1[Br:1])=[O:10]. The yield is 0.570. (6) The reactants are [F:1][C:2]1[CH:19]=[CH:18][C:5]([C:6]([N:8]2[CH2:13][CH2:12][CH2:11][C@H:10]([C:14]([NH:16][OH:17])=[NH:15])[CH2:9]2)=[O:7])=[CH:4][CH:3]=1.[F:20][C:21]1[CH:30]=[CH:29][C:24]([CH2:25][N:26]=[C:27]=O)=[CH:23][CH:22]=1. No catalyst specified. The product is [F:20][C:21]1[CH:30]=[CH:29][C:24]([CH2:25][NH:26][C:27]2[O:17][N:16]=[C:14]([C@H:10]3[CH2:11][CH2:12][CH2:13][N:8]([C:6]([C:5]4[CH:18]=[CH:19][C:2]([F:1])=[CH:3][CH:4]=4)=[O:7])[CH2:9]3)[N:15]=2)=[CH:23][CH:22]=1. The yield is 0.130. (7) The reactants are CC1C=CC(S(O[CH2:12][CH2:13][CH2:14][CH2:15][C:16]2[C:24]3[C:19](=[CH:20][CH:21]=[C:22]([C:25]#[N:26])[CH:23]=3)[NH:18][CH:17]=2)(=O)=O)=CC=1.[CH3:27][C:28]1[N:29]=[C:30]([N:35]2[CH2:40][CH2:39][NH:38][CH2:37][CH2:36]2)[S:31][C:32]=1[C:33]#[N:34].C(=O)([O-])[O-].[K+].[K+].[I-].[K+]. The catalyst is C(#N)C. The product is [C:25]([C:22]1[CH:23]=[C:24]2[C:19](=[CH:20][CH:21]=1)[NH:18][CH:17]=[C:16]2[CH2:15][CH2:14][CH2:13][CH2:12][N:38]1[CH2:39][CH2:40][N:35]([C:30]2[S:31][C:32]([C:33]#[N:34])=[C:28]([CH3:27])[N:29]=2)[CH2:36][CH2:37]1)#[N:26]. The yield is 0.780.